The task is: Predict the reaction yield, written as a fraction of the theoretical maximum amount of product (1.0 means a 100% yield; for example, 0.34 means a 34% yield).. This data is from Reaction yield outcomes from USPTO patents with 853,638 reactions. (1) The reactants are FC(F)(F)C(OC(=O)C(F)(F)F)=O.[C:14]([C@@H:17]1[CH2:21][CH2:20][C:19](=[O:22])[N:18]1[C:23]([O:25][C:26]([CH3:29])([CH3:28])[CH3:27])=[O:24])(=O)[NH2:15].C(N(CC)CC)C. The catalyst is ClCCl.O. The product is [C:14]([C@@H:17]1[CH2:21][CH2:20][C:19](=[O:22])[N:18]1[C:23]([O:25][C:26]([CH3:29])([CH3:28])[CH3:27])=[O:24])#[N:15]. The yield is 0.720. (2) The reactants are [Br:1][C:2]1[C:3]([C:17]([O:19]C)=[O:18])=[CH:4][C:5]2[N:6]([CH:8]=[C:9]([C:11]3[CH:16]=[CH:15][CH:14]=[CH:13][CH:12]=3)[N:10]=2)[CH:7]=1.[OH-].[K+].Cl. The catalyst is CO. The product is [Br:1][C:2]1[C:3]([C:17]([OH:19])=[O:18])=[CH:4][C:5]2[N:6]([CH:8]=[C:9]([C:11]3[CH:16]=[CH:15][CH:14]=[CH:13][CH:12]=3)[N:10]=2)[CH:7]=1. The yield is 0.739. (3) The reactants are [CH3:1][O:2][C:3](=[O:26])/[CH:4]=[CH:5]/[C:6]1[CH:11]=[CH:10][C:9]([C:12]([CH2:23][CH3:24])([C:15]2[CH:20]=[CH:19][C:18]([OH:21])=[C:17]([CH3:22])[CH:16]=2)[CH2:13][CH3:14])=[CH:8][C:7]=1[CH3:25]. The catalyst is CO.[C].[Pd]. The product is [CH3:1][O:2][C:3](=[O:26])[CH2:4][CH2:5][C:6]1[CH:11]=[CH:10][C:9]([C:12]([CH2:13][CH3:14])([C:15]2[CH:20]=[CH:19][C:18]([OH:21])=[C:17]([CH3:22])[CH:16]=2)[CH2:23][CH3:24])=[CH:8][C:7]=1[CH3:25]. The yield is 0.980. (4) The product is [Br:1][C:2]1[CH:7]=[CH:6][C:5]([N+:8]([O-:10])=[O:9])=[C:4]([N:17]([CH2:16][C:15]([OH:25])=[O:14])[CH2:18][C:19]2[CH:24]=[CH:23][CH:22]=[CH:21][CH:20]=2)[CH:3]=1. No catalyst specified. The yield is 0.550. The reactants are [Br:1][C:2]1[CH:7]=[CH:6][C:5]([N+:8]([O-:10])=[O:9])=[C:4](F)[CH:3]=1.C([O:14][C:15](=[O:25])[CH2:16][NH:17][CH2:18][C:19]1[CH:24]=[CH:23][CH:22]=[CH:21][CH:20]=1)C. (5) The reactants are C1CO[C:8]2[CH:7]=[CH:6][C:5]([NH:11][C:12]3[C:17]([F:18])=[CH:16][N:15]=[C:14]([NH:19][C:20]4[CH:25]=[CH:24][CH:23]=[C:22](O)C=4)[N:13]=3)=[CH:4][C:3]=2[O:2]1.ClC1N=C(NC2C=CC=[C:37]([OH:41])[CH:36]=2)C(F)=CN=1.CC1OC(C)=CC=1CN. No catalyst specified. The product is [CH3:36][C:37]1[O:41][C:23]([CH3:22])=[CH:24][C:25]=1[CH2:20][NH:19][C:14]1[N:13]=[C:12]([NH:11][C:5]2[CH:6]=[CH:7][CH:8]=[C:3]([OH:2])[CH:4]=2)[C:17]([F:18])=[CH:16][N:15]=1. The yield is 0.590. (6) The reactants are [C:1]([C:3]1[C:4]([NH2:9])=[N:5][CH:6]=[CH:7][CH:8]=1)#[CH:2].[C:10]1([S:16][CH2:17][C:18]2[CH:23]=[CH:22][C:21](CC(Cl)=NO)=[CH:20][CH:19]=2)[CH:15]=[CH:14][CH:13]=[CH:12][CH:11]=1.[CH2:29]([N:31](CC)CC)[CH3:30].[O:36]1CCCC1. No catalyst specified. The product is [CH2:17]([S:16][C:10]1[CH:11]=[CH:12][C:13]([CH2:30][C:29]2[CH:2]=[C:1]([C:3]3[C:4]([NH2:9])=[N:5][CH:6]=[CH:7][CH:8]=3)[O:36][N:31]=2)=[CH:14][CH:15]=1)[C:18]1[CH:19]=[CH:20][CH:21]=[CH:22][CH:23]=1. The yield is 0.180. (7) The reactants are [CH:1]1([N:4]2[CH2:9][CH2:8][N:7]([C:10]3[O:11][C:12]4[CH:18]=[CH:17][C:16](C#N)=[CH:15][C:13]=4[N:14]=3)[CH2:6][CH2:5]2)[CH2:3][CH2:2]1.[NH4+].[OH-]. The catalyst is CO.C1COCC1.[Ni]. The product is [CH:1]1([N:4]2[CH2:9][CH2:8][N:7]([C:10]3[O:11][C:12]4[CH:18]=[CH:17][CH:16]=[CH:15][C:13]=4[N:14]=3)[CH2:6][CH2:5]2)[CH2:3][CH2:2]1. The yield is 0.990. (8) The reactants are [O:1]([CH2:8][C:9]1[O:10][C:11]2[CH:17]=[CH:16][C:15]([C:18]#[N:19])=[CH:14][C:12]=2[CH:13]=1)[C:2]1[CH:7]=[CH:6][CH:5]=[CH:4][CH:3]=1.[H-].[Al+3].[Li+].[H-].[H-].[H-]. The catalyst is O1CCCC1. The product is [O:1]([CH2:8][C:9]1[O:10][C:11]2[CH:17]=[CH:16][C:15]([CH2:18][NH2:19])=[CH:14][C:12]=2[CH:13]=1)[C:2]1[CH:7]=[CH:6][CH:5]=[CH:4][CH:3]=1. The yield is 0.470. (9) The reactants are Br[CH2:2][C:3]1[CH:4]=[C:5]2[C:10](=[CH:11][CH:12]=1)[N:9]=[CH:8][CH:7]=[N:6]2.[C-:13]#[N:14].[Na+]. The catalyst is C(O)C. The product is [N:9]1[C:10]2[C:5](=[CH:4][C:3]([CH2:2][C:13]#[N:14])=[CH:12][CH:11]=2)[N:6]=[CH:7][CH:8]=1. The yield is 0.230. (10) The reactants are [C:1]12([NH:6][C:7]3[C:12](Br)=[CH:11][N:10]=[C:9]([Cl:14])[N:8]=3)[CH2:5][CH:3]([CH2:4]1)[CH2:2]2.[CH2:15]([O:17]/[CH:18]=[CH:19]\[Sn](CCCC)(CCCC)CCCC)[CH3:16]. The catalyst is C1(C)C=CC=CC=1.C1C=CC([P]([Pd]([P](C2C=CC=CC=2)(C2C=CC=CC=2)C2C=CC=CC=2)([P](C2C=CC=CC=2)(C2C=CC=CC=2)C2C=CC=CC=2)[P](C2C=CC=CC=2)(C2C=CC=CC=2)C2C=CC=CC=2)(C2C=CC=CC=2)C2C=CC=CC=2)=CC=1. The product is [C:1]12([NH:6][C:7]3[C:12](/[CH:16]=[CH:15]\[O:17][CH2:18][CH3:19])=[CH:11][N:10]=[C:9]([Cl:14])[N:8]=3)[CH2:5][CH:3]([CH2:4]1)[CH2:2]2. The yield is 0.770.